From a dataset of Peptide-MHC class I binding affinity with 185,985 pairs from IEDB/IMGT. Regression. Given a peptide amino acid sequence and an MHC pseudo amino acid sequence, predict their binding affinity value. This is MHC class I binding data. (1) The peptide sequence is QVWEKYGHL. The MHC is H-2-Kb with pseudo-sequence H-2-Kb. The binding affinity (normalized) is 0.565. (2) The peptide sequence is SQFGGGSQY. The MHC is HLA-B15:03 with pseudo-sequence HLA-B15:03. The binding affinity (normalized) is 0.921. (3) The binding affinity (normalized) is 0.175. The MHC is HLA-A29:02 with pseudo-sequence HLA-A29:02. The peptide sequence is NQGNILMDSI.